From a dataset of Peptide-MHC class I binding affinity with 185,985 pairs from IEDB/IMGT. Regression. Given a peptide amino acid sequence and an MHC pseudo amino acid sequence, predict their binding affinity value. This is MHC class I binding data. (1) The peptide sequence is LEKRHVLGRL. The MHC is HLA-B08:01 with pseudo-sequence HLA-B08:01. The binding affinity (normalized) is 0.181. (2) The peptide sequence is YREAGIPVL. The MHC is HLA-A26:01 with pseudo-sequence HLA-A26:01. The binding affinity (normalized) is 0.0847. (3) The MHC is HLA-A11:01 with pseudo-sequence HLA-A11:01. The binding affinity (normalized) is 0.351. The peptide sequence is RLRAEAQVK.